From a dataset of Catalyst prediction with 721,799 reactions and 888 catalyst types from USPTO. Predict which catalyst facilitates the given reaction. The catalyst class is: 9. Product: [CH:1]1([CH2:5][O:6][C:10]2[CH:15]=[CH:14][C:13]([N+:16]([O-:18])=[O:17])=[CH:12][CH:11]=2)[CH2:4][CH2:3][CH2:2]1. Reactant: [CH:1]1([CH2:5][OH:6])[CH2:4][CH2:3][CH2:2]1.[H-].[Na+].F[C:10]1[CH:15]=[CH:14][C:13]([N+:16]([O-:18])=[O:17])=[CH:12][CH:11]=1.[Cl-].[NH4+].